Dataset: CYP2C19 inhibition data for predicting drug metabolism from PubChem BioAssay. Task: Regression/Classification. Given a drug SMILES string, predict its absorption, distribution, metabolism, or excretion properties. Task type varies by dataset: regression for continuous measurements (e.g., permeability, clearance, half-life) or binary classification for categorical outcomes (e.g., BBB penetration, CYP inhibition). Dataset: cyp2c19_veith. (1) The result is 0 (non-inhibitor). The molecule is COCCn1c(=O)c(-c2ccc(OC)cc2)nc2cnc(Nc3cccc(OC)c3)nc21. (2) The compound is Cc1sc(NC(=O)/C=C/c2ccc(C(C)C)cc2)c(C#N)c1C. The result is 0 (non-inhibitor).